This data is from Full USPTO retrosynthesis dataset with 1.9M reactions from patents (1976-2016). The task is: Predict the reactants needed to synthesize the given product. Given the product [CH3:1][C:2]1[N:8]([CH:9]2[CH2:14][CH2:13][O:12][CH2:11][CH2:10]2)[C:5](=[O:7])[NH:4][N:3]=1, predict the reactants needed to synthesize it. The reactants are: [CH3:1][C:2]1O[C:5](=[O:7])[NH:4][N:3]=1.[NH2:8][CH:9]1[CH2:14][CH2:13][O:12][CH2:11][CH2:10]1.